From a dataset of Forward reaction prediction with 1.9M reactions from USPTO patents (1976-2016). Predict the product of the given reaction. (1) Given the reactants Cl[C:2]1[N:7]=[CH:6][N:5]=[C:4]([NH:8][C:9]2[CH:14]=[CH:13][C:12]([N:15]3[CH2:20][CH2:19][N:18]([CH:21]4[CH2:24][O:23][CH2:22]4)[CH2:17][CH2:16]3)=[CH:11][CH:10]=2)[N:3]=1.[C:25]([C:27]1[CH:45]=[C:44](B2OC(C)(C)C(C)(C)O2)[CH:43]=[CH:42][C:28]=1[O:29][C@@H:30]1[CH2:34][CH2:33][N:32]([C:35]([O:37][C:38]([CH3:41])([CH3:40])[CH3:39])=[O:36])[CH2:31]1)#[N:26].C(=O)([O-])[O-].[Na+].[Na+], predict the reaction product. The product is: [C:25]([C:27]1[CH:45]=[C:44]([C:2]2[N:3]=[C:4]([NH:8][C:9]3[CH:14]=[CH:13][C:12]([N:15]4[CH2:20][CH2:19][N:18]([CH:21]5[CH2:24][O:23][CH2:22]5)[CH2:17][CH2:16]4)=[CH:11][CH:10]=3)[N:5]=[CH:6][N:7]=2)[CH:43]=[CH:42][C:28]=1[O:29][C@@H:30]1[CH2:34][CH2:33][N:32]([C:35]([O:37][C:38]([CH3:41])([CH3:40])[CH3:39])=[O:36])[CH2:31]1)#[N:26]. (2) Given the reactants O.[NH2:2][NH2:3].[Cl:4][C:5]1[CH:10]=[CH:9][CH:8]=[CH:7][C:6]=1[CH:11]1[O:13][C:12]1([CH2:22]OS(C)(=O)=O)[C:14]1[CH:19]=[CH:18][C:17]([F:20])=[CH:16][C:15]=1[F:21].[OH:28][P:29]([OH:32])([OH:31])=[O:30], predict the reaction product. The product is: [P:29]([O-:32])([O-:31])([O-:30])=[O:28].[Cl:4][C:5]1[CH:10]=[CH:9][CH:8]=[CH:7][C:6]=1[CH:11]1[O:13][C:12]1([CH2:22][NH2+:2][NH2:3])[C:14]1[CH:19]=[CH:18][C:17]([F:20])=[CH:16][C:15]=1[F:21].[Cl:4][C:5]1[CH:10]=[CH:9][CH:8]=[CH:7][C:6]=1[CH:11]1[O:13][C:12]1([CH2:22][NH2+:2][NH2:3])[C:14]1[CH:19]=[CH:18][C:17]([F:20])=[CH:16][C:15]=1[F:21].[Cl:4][C:5]1[CH:10]=[CH:9][CH:8]=[CH:7][C:6]=1[CH:11]1[O:13][C:12]1([CH2:22][NH2+:2][NH2:3])[C:14]1[CH:19]=[CH:18][C:17]([F:20])=[CH:16][C:15]=1[F:21]. (3) Given the reactants CO[C:3](=O)[CH2:4][NH:5][C:6](=[O:37])[C:7]1[CH:12]=[C:11]([Cl:13])[C:10]([O:14][C:15]2[CH:20]=[CH:19][N:18]=[CH:17][C:16]=2[C:21]([N:23]2[C:32]3[C:27](=[CH:28][CH:29]=[CH:30][CH:31]=3)[N:26]([CH:33]3[CH2:35][CH2:34]3)[CH2:25][CH2:24]2)=[O:22])=[CH:9][C:8]=1[Cl:36].F[P-](F)(F)(F)(F)F.N1(OC(N(C)C)=[N+](C)C)C2N=CC=CC=2N=N1.C(N(CC)C(C)C)(C)C.NCC[S:75]([OH:78])(=[O:77])=[O:76], predict the reaction product. The product is: [Cl:36][C:8]1[CH:9]=[C:10]([O:14][C:15]2[CH:20]=[CH:19][N:18]=[CH:17][C:16]=2[C:21]([N:23]2[C:32]3[C:27](=[CH:28][CH:29]=[CH:30][CH:31]=3)[N:26]([CH:33]3[CH2:35][CH2:34]3)[CH2:25][CH2:24]2)=[O:22])[C:11]([Cl:13])=[CH:12][C:7]=1[C:6]([NH:5][CH2:4][CH2:3][S:75]([OH:78])(=[O:77])=[O:76])=[O:37]. (4) Given the reactants C([N:8]1[C:12]([NH:13][C:14]2[CH:19]=[CH:18][C:17]([O:20][CH:21]([CH3:23])[CH3:22])=[CH:16][CH:15]=2)=[CH:11][CH:10]=[N:9]1)C1C=CC=CC=1.C(O)(=O)C.C([O-])=O.[NH4+].C(OCC)(=O)C, predict the reaction product. The product is: [CH3:23][CH:21]([O:20][C:17]1[CH:16]=[CH:15][C:14]([NH:13][C:12]2[NH:8][N:9]=[CH:10][CH:11]=2)=[CH:19][CH:18]=1)[CH3:22].